This data is from Forward reaction prediction with 1.9M reactions from USPTO patents (1976-2016). The task is: Predict the product of the given reaction. (1) Given the reactants FC(F)(F)C(O)=O.C(OC([N:15]1[CH2:20][CH2:19][N:18]([C:21]([CH2:30][NH:31][S:32]([C:35]2[CH:40]=[CH:39][C:38]([O:41][CH2:42][C:43]#[C:44][CH3:45])=[CH:37][CH:36]=2)(=[O:34])=[O:33])([C:26]([O:28][CH3:29])=[O:27])[C:22]([O:24][CH3:25])=[O:23])[CH2:17][CH2:16]1)=O)(C)(C)C.C(=O)([O-])O.[Na+], predict the reaction product. The product is: [CH2:42]([O:41][C:38]1[CH:39]=[CH:40][C:35]([S:32]([NH:31][CH2:30][C:21]([N:18]2[CH2:17][CH2:16][NH:15][CH2:20][CH2:19]2)([C:22]([O:24][CH3:25])=[O:23])[C:26]([O:28][CH3:29])=[O:27])(=[O:34])=[O:33])=[CH:36][CH:37]=1)[C:43]#[C:44][CH3:45]. (2) Given the reactants C(OC([C:6]1[N:7]([CH2:17][CH2:18][NH:19][C:20]([O:22]C(C)(C)C)=O)[C:8]2[C:13]([CH:14]=1)=[CH:12][C:11]([F:15])=[CH:10][C:9]=2[Br:16])=O)C.FC(F)(F)C(O)=O.C(=O)([O-])[O-].[K+].[K+], predict the reaction product. The product is: [Br:16][C:9]1[C:8]2[N:7]3[CH2:17][CH2:18][NH:19][C:20](=[O:22])[C:6]3=[CH:14][C:13]=2[CH:12]=[C:11]([F:15])[CH:10]=1.